From a dataset of NCI-60 drug combinations with 297,098 pairs across 59 cell lines. Regression. Given two drug SMILES strings and cell line genomic features, predict the synergy score measuring deviation from expected non-interaction effect. (1) Drug 1: C1=CC(=CC=C1C#N)C(C2=CC=C(C=C2)C#N)N3C=NC=N3. Drug 2: CC1=C(C=C(C=C1)C(=O)NC2=CC(=CC(=C2)C(F)(F)F)N3C=C(N=C3)C)NC4=NC=CC(=N4)C5=CN=CC=C5. Cell line: SNB-75. Synergy scores: CSS=-2.98, Synergy_ZIP=2.18, Synergy_Bliss=1.84, Synergy_Loewe=-1.45, Synergy_HSA=-2.87. (2) Cell line: RXF 393. Drug 2: CS(=O)(=O)CCNCC1=CC=C(O1)C2=CC3=C(C=C2)N=CN=C3NC4=CC(=C(C=C4)OCC5=CC(=CC=C5)F)Cl. Synergy scores: CSS=3.97, Synergy_ZIP=-6.54, Synergy_Bliss=-9.74, Synergy_Loewe=-9.65, Synergy_HSA=-7.24. Drug 1: CCC1=C2CN3C(=CC4=C(C3=O)COC(=O)C4(CC)O)C2=NC5=C1C=C(C=C5)O.